From a dataset of Full USPTO retrosynthesis dataset with 1.9M reactions from patents (1976-2016). Predict the reactants needed to synthesize the given product. Given the product [CH3:29][O:30][NH:31][C:21](=[O:23])[C:20]1[CH:24]=[CH:25][CH:26]=[CH:27][C:19]=1[NH:18][C:14]1[CH:13]=[C:12]2[C:17]([C:9](/[CH:8]=[CH:7]/[C:2]3[CH:3]=[CH:4][CH:5]=[CH:6][N:1]=3)=[N:10][NH:11]2)=[CH:16][CH:15]=1, predict the reactants needed to synthesize it. The reactants are: [N:1]1[CH:6]=[CH:5][CH:4]=[CH:3][C:2]=1[CH:7]=[CH:8][C:9]1[C:17]2[C:12](=[CH:13][C:14]([NH:18][C:19]3[CH:27]=[CH:26][CH:25]=[CH:24][C:20]=3[C:21]([OH:23])=O)=[CH:15][CH:16]=2)[NH:11][N:10]=1.Cl.[CH3:29][O:30][NH2:31].C(N(CC)CC)C.CN(C(ON1N=NC2C=CC=NC1=2)=[N+](C)C)C.F[P-](F)(F)(F)(F)F.